Dataset: Reaction yield outcomes from USPTO patents with 853,638 reactions. Task: Predict the reaction yield, written as a fraction of the theoretical maximum amount of product (1.0 means a 100% yield; for example, 0.34 means a 34% yield). (1) The reactants are [CH:1]([N:4]1[C:8]([C:9]2[N:18]=[C:17]3[N:11]([CH2:12][CH2:13][O:14][C:15]4[CH:22]=[C:21]([O:23][C@@H:24]([CH3:28])[C:25]([OH:27])=O)[N:20]=[CH:19][C:16]=43)[CH:10]=2)=[N:7][CH:6]=[N:5]1)([CH3:3])[CH3:2].C[N:30](C(ON1N=NC2C=CC=NC1=2)=[N+](C)C)C.F[P-](F)(F)(F)(F)F.[Cl-].[NH4+].C(N(CC)CC)C. The catalyst is CN(C=O)C. The product is [CH:1]([N:4]1[C:8]([C:9]2[N:18]=[C:17]3[C:16]4[CH:19]=[N:20][C:21]([O:23][C@@H:24]([CH3:28])[C:25]([NH2:30])=[O:27])=[CH:22][C:15]=4[O:14][CH2:13][CH2:12][N:11]3[CH:10]=2)=[N:7][CH:6]=[N:5]1)([CH3:3])[CH3:2]. The yield is 0.580. (2) The reactants are [OH:1][C:2]1[CH:6]=[C:5]([C:7]([O:9][CH3:10])=[O:8])[N:4]([CH3:11])[N:3]=1.IC.[C:14](=O)([O-])[O-].[K+].[K+].CN(C)C=O. The catalyst is O. The product is [CH3:14][O:1][C:2]1[CH:6]=[C:5]([C:7]([O:9][CH3:10])=[O:8])[N:4]([CH3:11])[N:3]=1. The yield is 0.790. (3) The reactants are [OH:1][C:2]1[C:11]2[C:6](=[C:7]([CH3:14])[C:8]([O:12][CH3:13])=[CH:9][CH:10]=2)[N:5]=[CH:4][C:3]=1C(OCC)=O.Cl. The catalyst is [OH-].[Na+]. The product is [OH:1][C:2]1[C:11]2[C:6](=[C:7]([CH3:14])[C:8]([O:12][CH3:13])=[CH:9][CH:10]=2)[N:5]=[CH:4][CH:3]=1. The yield is 0.960.